From a dataset of Reaction yield outcomes from USPTO patents with 853,638 reactions. Predict the reaction yield, written as a fraction of the theoretical maximum amount of product (1.0 means a 100% yield; for example, 0.34 means a 34% yield). (1) The reactants are FC(F)(F)S(OS(C(F)(F)F)(=O)=O)(=O)=O.O[CH:17]([O:19][C:20](=[O:23])[CH:21]=[CH2:22])[CH3:18].[CH2:24](N(CC)CC)C.[CH2:31]([OH:42])[CH2:32][CH2:33][CH2:34][CH2:35][CH2:36][CH2:37][CH2:38][CH2:39][CH2:40][OH:41]. The catalyst is ClCCl. The product is [OH:42][CH2:31][CH2:32][CH2:33][CH2:34][CH2:35][CH2:36][CH2:37][CH2:38][CH2:39][CH2:40][O:41][CH2:22][C:21](=[CH2:24])[C:20]([O:19][CH2:17][CH3:18])=[O:23]. The yield is 0.200. (2) The reactants are [OH:1][C:2]1[C:3]([CH3:11])=[C:4]([CH:8]=[CH:9][CH:10]=1)[C:5]([OH:7])=[O:6].[H-].[Na+].[CH2:14](Br)[C:15]1[CH:20]=[CH:19][CH:18]=[CH:17][CH:16]=1.O. The catalyst is O1CCCC1.CN(C)C=O. The product is [CH2:14]([O:1][C:2]1[C:3]([CH3:11])=[C:4]([CH:8]=[CH:9][CH:10]=1)[C:5]([OH:7])=[O:6])[C:15]1[CH:20]=[CH:19][CH:18]=[CH:17][CH:16]=1. The yield is 0.730. (3) The reactants are [Cl-].O[NH3+:3].[C:4](=[O:7])([O-])[OH:5].[Na+].CS(C)=O.[CH2:13]([C:17]1[N:18]=[C:19]([CH3:50])[N:20]([CH2:39][C:40]2[CH:45]=[CH:44][C:43]([C:46]([CH3:49])([CH3:48])[CH3:47])=[CH:42][CH:41]=2)[C:21](=[O:38])[C:22]=1[CH2:23][C:24]1[CH:29]=[CH:28][C:27]([C:30]2[C:31]([C:36]#[N:37])=[CH:32][CH:33]=[CH:34][CH:35]=2)=[CH:26][CH:25]=1)[CH2:14][CH2:15][CH3:16]. The catalyst is C(OCC)(=O)C. The product is [CH2:13]([C:17]1[N:18]=[C:19]([CH3:50])[N:20]([CH2:39][C:40]2[CH:45]=[CH:44][C:43]([C:46]([CH3:49])([CH3:48])[CH3:47])=[CH:42][CH:41]=2)[C:21](=[O:38])[C:22]=1[CH2:23][C:24]1[CH:29]=[CH:28][C:27]([C:30]2[CH:35]=[CH:34][CH:33]=[CH:32][C:31]=2[C:36]2[NH:3][C:4](=[O:7])[O:5][N:37]=2)=[CH:26][CH:25]=1)[CH2:14][CH2:15][CH3:16]. The yield is 0.570.